Dataset: TCR-epitope binding with 47,182 pairs between 192 epitopes and 23,139 TCRs. Task: Binary Classification. Given a T-cell receptor sequence (or CDR3 region) and an epitope sequence, predict whether binding occurs between them. (1) The epitope is RAKFKQLL. The TCR CDR3 sequence is CASSLDPGQHYEQYF. Result: 1 (the TCR binds to the epitope). (2) The epitope is RAKFKQLL. The TCR CDR3 sequence is CASSYSLTNTGELFF. Result: 0 (the TCR does not bind to the epitope). (3) The epitope is TVYDPLQPELDSFK. The TCR CDR3 sequence is CASSLGTREAFF. Result: 0 (the TCR does not bind to the epitope). (4) The TCR CDR3 sequence is CASSFGQGEGYEQYF. The epitope is RAKFKQLL. Result: 1 (the TCR binds to the epitope).